This data is from Full USPTO retrosynthesis dataset with 1.9M reactions from patents (1976-2016). The task is: Predict the reactants needed to synthesize the given product. (1) Given the product [Br:18][CH2:19][C:20]([C:8]1[CH:9]=[C:10]2[C:15](=[C:6]([F:5])[CH:7]=1)[O:14][CH2:13][CH2:12][C:11]2([CH3:17])[CH3:16])=[O:21], predict the reactants needed to synthesize it. The reactants are: [Al+3].[Cl-].[Cl-].[Cl-].[F:5][C:6]1[CH:7]=[CH:8][CH:9]=[C:10]2[C:15]=1[O:14][CH2:13][CH2:12][C:11]2([CH3:17])[CH3:16].[Br:18][CH2:19][C:20](Br)=[O:21]. (2) Given the product [CH3:1][C@H:2]1[CH2:11][CH2:10][C@@H:9]2[C@:4]([CH3:14])([CH2:5][CH2:6][CH2:7][C:8]2([CH3:12])[CH3:13])[C@H:3]1[CH2:15][C:16]([NH:35][C:34]1[CH:36]=[C:37]([O:39][CH3:40])[CH:38]=[C:32]([O:31][CH3:30])[CH:33]=1)=[O:18], predict the reactants needed to synthesize it. The reactants are: [CH3:1][C@H:2]1[CH2:11][CH2:10][C@@H:9]2[C@:4]([CH3:14])([CH2:5][CH2:6][CH2:7][C:8]2([CH3:13])[CH3:12])[C@H:3]1[CH2:15][C:16]([OH:18])=O.CN(C=O)C.C(Cl)(=O)C(Cl)=O.[CH3:30][O:31][C:32]1[CH:33]=[C:34]([CH:36]=[C:37]([O:39][CH3:40])[CH:38]=1)[NH2:35]. (3) Given the product [Cl:23][C:24]1[CH:30]=[CH:29][C:27]([NH:28][C:19](=[O:21])[CH:18]([N:15]2[CH2:14][CH2:13][N:12]([C:5]3[C:4]4[C:9](=[CH:10][CH:11]=[C:2]([F:1])[CH:3]=4)[N:8]=[CH:7][CH:6]=3)[CH2:17][CH2:16]2)[CH3:22])=[CH:26][CH:25]=1, predict the reactants needed to synthesize it. The reactants are: [F:1][C:2]1[CH:3]=[C:4]2[C:9](=[CH:10][CH:11]=1)[N:8]=[CH:7][CH:6]=[C:5]2[N:12]1[CH2:17][CH2:16][N:15]([CH:18]([CH3:22])[C:19]([OH:21])=O)[CH2:14][CH2:13]1.[Cl:23][C:24]1[CH:30]=[CH:29][C:27]([NH2:28])=[CH:26][CH:25]=1.CCN(C(C)C)C(C)C.C1CN([P+](ON2N=NC3C=CC=CC2=3)(N2CCCC2)N2CCCC2)CC1.F[P-](F)(F)(F)(F)F. (4) Given the product [CH3:14][O:15][C:16]1[CH:17]=[C:18]([N:25]2[CH2:31][C@H:30]([OH:32])[CH2:29][NH:28][CH2:27][CH2:26]2)[CH:19]=[CH:20][C:21]=1[N+:22]([O-:24])=[O:23], predict the reactants needed to synthesize it. The reactants are: C(=O)([O-])[O-].[Cs+].[Cs+].C1(S)C=CC=CC=1.[CH3:14][O:15][C:16]1[CH:17]=[C:18]([N:25]2[CH2:31][C@H:30]([OH:32])[CH2:29][N:28](S(C3C=CC=CC=3[N+]([O-])=O)(=O)=O)[CH2:27][CH2:26]2)[CH:19]=[CH:20][C:21]=1[N+:22]([O-:24])=[O:23]. (5) Given the product [C:1]([N:5]1[C:9]2[CH:10]=[CH:11][CH:12]=[CH:13][C:8]=2[N:7]([C@@H:14]([C:19]2[CH:20]=[CH:21][CH:22]=[CH:23][CH:24]=2)[C@H:15]([OH:18])[CH2:16][O:17][S:32]([C:29]2[CH:30]=[CH:31][C:26]([CH3:36])=[CH:27][CH:28]=2)(=[O:34])=[O:33])[C:6]1=[O:25])([CH3:4])([CH3:2])[CH3:3], predict the reactants needed to synthesize it. The reactants are: [C:1]([N:5]1[C:9]2[CH:10]=[CH:11][CH:12]=[CH:13][C:8]=2[N:7]([C@@H:14]([C:19]2[CH:24]=[CH:23][CH:22]=[CH:21][CH:20]=2)[C@H:15]([OH:18])[CH2:16][OH:17])[C:6]1=[O:25])([CH3:4])([CH3:3])[CH3:2].[C:26]1([CH3:36])[CH:31]=[CH:30][C:29]([S:32](Cl)(=[O:34])=[O:33])=[CH:28][CH:27]=1.Cl.